Dataset: Peptide-MHC class I binding affinity with 185,985 pairs from IEDB/IMGT. Task: Regression. Given a peptide amino acid sequence and an MHC pseudo amino acid sequence, predict their binding affinity value. This is MHC class I binding data. (1) The binding affinity (normalized) is 0.0847. The peptide sequence is LYAVTTAVL. The MHC is HLA-A31:01 with pseudo-sequence HLA-A31:01. (2) The peptide sequence is KAFSPEVI. The MHC is HLA-A26:01 with pseudo-sequence HLA-A26:01. The binding affinity (normalized) is 0.